The task is: Predict which catalyst facilitates the given reaction.. This data is from Catalyst prediction with 721,799 reactions and 888 catalyst types from USPTO. (1) Reactant: [Cl:1][C:2]1[CH:7]=[C:6]([F:8])[CH:5]=[CH:4][C:3]=1[C:9]1[N:13]([CH3:14])[N:12]=[C:11]([CH3:15])[C:10]=1C(O)=O.C1(P(N=[N+]=[N-])(C2C=CC=CC=2)=O)C=CC=CC=1.C([N:38]([CH2:41]C)CC)C.[CH3:43][OH:44].[OH2:45]. Product: [Cl:1][C:2]1[CH:7]=[C:6]([F:8])[CH:5]=[CH:4][C:3]=1[C:9]1[N:13]([CH3:14])[N:12]=[C:11]([CH3:15])[C:10]=1[NH:38][C:41](=[O:45])[O:44][CH3:43]. The catalyst class is: 11. (2) Reactant: [C:1]([CH:5]1[CH2:10][CH2:9][CH:8]([N:11]([CH2:24][C:25]2[CH:33]=[CH:32][C:28]([C:29]([OH:31])=O)=[CH:27][CH:26]=2)[C:12]2[N:16]([CH2:17][CH2:18][OH:19])[C:15]3[CH:20]=[CH:21][CH:22]=[CH:23][C:14]=3[N:13]=2)[CH2:7][CH2:6]1)([CH3:4])([CH3:3])[CH3:2].O.[NH:35]1[C:39]([NH2:40])=[N:38][N:37]=[N:36]1.C1C=CC2N(O)N=NC=2C=1.C(Cl)CCl.CCN(C(C)C)C(C)C. Product: [C:1]([CH:5]1[CH2:6][CH2:7][CH:8]([N:11]([CH2:24][C:25]2[CH:26]=[CH:27][C:28]([C:29]([NH:40][C:39]3[NH:38][N:37]=[N:36][N:35]=3)=[O:31])=[CH:32][CH:33]=2)[C:12]2[N:16]([CH2:17][CH2:18][OH:19])[C:15]3[CH:20]=[CH:21][CH:22]=[CH:23][C:14]=3[N:13]=2)[CH2:9][CH2:10]1)([CH3:3])([CH3:4])[CH3:2]. The catalyst class is: 3. (3) Reactant: [Cl:1][C:2]1[CH:18]=[CH:17][CH:16]=[C:15]([N+:19]([O-:21])=[O:20])[C:3]=1[C:4](Cl)=[N:5][C:6]1[C:11]([F:12])=[CH:10][N:9]=[CH:8][C:7]=1F.NC(N)=[S:24].N1C=CC=CC=1.CCN(CC)CC. Product: [Cl:1][C:2]1[CH:18]=[CH:17][CH:16]=[C:15]([N+:19]([O-:21])=[O:20])[C:3]=1[C:4]1[S:24][C:7]2[CH:8]=[N:9][CH:10]=[C:11]([F:12])[C:6]=2[N:5]=1. The catalyst class is: 32. (4) Reactant: [NH2:1][CH2:2][C:3]1[N:8]=[C:7]([CH2:9][OH:10])[CH:6]=[CH:5][CH:4]=1.[Si:11](Cl)([C:14]([CH3:17])([CH3:16])[CH3:15])([CH3:13])[CH3:12].N1C=CN=C1.[OH-].[Na+]. Product: [Si:11]([O:10][CH2:9][C:7]1[N:8]=[C:3]([CH2:2][NH2:1])[CH:4]=[CH:5][CH:6]=1)([C:14]([CH3:17])([CH3:16])[CH3:15])([CH3:13])[CH3:12]. The catalyst class is: 3. (5) Reactant: [NH:1]([C:3]1[CH:4]=[C:5]([CH2:9][C:10]([N:12]2[CH2:17][CH2:16][O:15][CH2:14][CH2:13]2)=[O:11])[CH:6]=[CH:7][CH:8]=1)[NH2:2].[CH3:18][C:19]([CH3:26])([CH3:25])[C:20](=O)[CH2:21][C:22]#[N:23].C(=O)([O-])O.[Na+]. Product: [C:19]([C:20]1[CH:21]=[C:22]([NH2:23])[N:1]([C:3]2[CH:4]=[C:5]([CH2:9][C:10]([N:12]3[CH2:17][CH2:16][O:15][CH2:14][CH2:13]3)=[O:11])[CH:6]=[CH:7][CH:8]=2)[N:2]=1)([CH3:26])([CH3:25])[CH3:18]. The catalyst class is: 361.